This data is from Reaction yield outcomes from USPTO patents with 853,638 reactions. The task is: Predict the reaction yield, written as a fraction of the theoretical maximum amount of product (1.0 means a 100% yield; for example, 0.34 means a 34% yield). (1) The yield is 0.686. The product is [O:7]=[C:4]1[CH2:5][CH2:6][N:2]([C:19]([O:18][C:15]([CH3:17])([CH3:16])[CH3:14])=[O:20])[NH:3]1. The reactants are Cl.[NH:2]1[CH2:6][CH2:5][C:4](=[O:7])[NH:3]1.C(=O)([O-])[O-].[Na+].[Na+].[CH3:14][C:15]([O:18][C:19](O[C:19]([O:18][C:15]([CH3:17])([CH3:16])[CH3:14])=[O:20])=[O:20])([CH3:17])[CH3:16]. The catalyst is O.O1CCOCC1. (2) The reactants are [CH2:1]1[C@H:5]([N:6]2[C:11](=[O:12])[N:10]=[C:9]([NH2:13])[CH:8]=[CH:7]2)[O:4][C@H:3]([CH2:14][O:15][P:16]([OH:19])([OH:18])=[O:17])[C@H:2]1[O:20][P:21]([O:24][CH2:25][C@H:26]1[O:30][C@@H:29]([N:31]2[C:35]3[N:36]=[CH:37][N:38]=[C:39]([NH2:40])[C:34]=3[N:33]=[CH:32]2)[C@H:28]([OH:41])[C@@H:27]1[OH:42])([OH:23])=[O:22].[C:43]([O:47][C:48]([NH:50][C@@H:51]([CH2:58][S:59][S:60][C:61]([CH3:64])([CH3:63])[CH3:62])[C:52](OCC#N)=[O:53])=[O:49])([CH3:46])([CH3:45])[CH3:44]. The catalyst is O.C1COCC1. The product is [C:43]([O:47][C:48]([NH:50][C@@H:51]([CH2:58][S:59][S:60][C:61]([CH3:64])([CH3:63])[CH3:62])[C:52]([O:42][C@H:27]1[C@@H:28]([OH:41])[C@H:29]([N:31]2[CH:32]=[N:33][C:34]3[C:35]2=[N:36][CH:37]=[N:38][C:39]=3[NH2:40])[O:30][C@@H:26]1[CH2:25][O:24][P:21]([O:20][C@H:2]1[CH2:1][C@H:5]([N:6]2[CH:7]=[CH:8][C:9]([NH2:13])=[N:10][C:11]2=[O:12])[O:4][C@@H:3]1[CH2:14][O:15][P:16]([OH:18])([OH:19])=[O:17])([OH:23])=[O:22])=[O:53])=[O:49])([CH3:46])([CH3:45])[CH3:44]. The yield is 0.460. (3) The reactants are [Cl:1][C:2]1[CH:3]=[C:4]([C:11]2[O:15][N:14]=[C:13]([C:16]3[CH:24]=[CH:23][CH:22]=[C:21]4[C:17]=3[CH:18]=[CH:19][NH:20]4)[N:12]=2)[CH:5]=[CH:6][C:7]=1[O:8][CH2:9][CH3:10].C(OC1C=C(C2ON=C(C3C=CC=C4C=3C=CN4)N=2)C=CC=1OCCC)CC. No catalyst specified. The product is [Cl:1][C:2]1[CH:3]=[C:4]([C:11]2[O:15][N:14]=[C:13]([C:16]3[CH:24]=[CH:23][CH:22]=[C:21]4[C:17]=3[CH2:18][CH2:19][NH:20]4)[N:12]=2)[CH:5]=[CH:6][C:7]=1[O:8][CH2:9][CH3:10]. The yield is 1.00. (4) The reactants are O[CH2:2][C:3]1[CH:8]=[CH:7][C:6]([CH2:9][CH2:10][C:11]2[CH:16]=[CH:15][C:14](CO)=[CH:13][CH:12]=2)=[CH:5][CH:4]=1.S(Cl)([Cl:21])=O.Cl[CH2:24][Cl:25]. No catalyst specified. The product is [CH2:10]([C:11]1[CH:16]=[CH:15][C:14]([CH2:24][Cl:25])=[CH:13][CH:12]=1)[CH2:9][C:6]1[CH:7]=[CH:8][C:3]([CH2:2][Cl:21])=[CH:4][CH:5]=1.[CH4:2]. The yield is 0.697. (5) The reactants are C(O/[CH:4]=[CH:5]/[C:6](=O)[C:7]([F:13])([F:12])[C:8]([F:11])([F:10])[F:9])C.[CH3:15][S:16][CH:17]([CH3:25])/[CH:18]=[CH:19]/[N:20]1CCCC1.C([O-])(=O)C.[NH4+].O. The catalyst is C(OCC)C. The product is [CH3:15][S:16][CH:17]([C:18]1[CH:4]=[CH:5][C:6]([C:7]([F:12])([F:13])[C:8]([F:9])([F:10])[F:11])=[N:20][CH:19]=1)[CH3:25]. The yield is 0.120. (6) The reactants are Br[C:2]1[CH:7]=[C:6]([F:8])[CH:5]=[CH:4][C:3]=1[O:9][CH2:10][C:11]1[CH:16]=[C:15]([CH3:17])[CH:14]=[CH:13][N:12]=1.CC1(C)C(C)(C)OB([C:26]2[CH:35]=[C:34]3[C:29]([CH2:30][CH2:31][N:32]([C:36]([O:38][C:39]([CH3:42])([CH3:41])[CH3:40])=[O:37])[CH2:33]3)=[CH:28][CH:27]=2)O1.C(=O)([O-])[O-].[Cs+].[Cs+].O. The catalyst is O1CCOCC1.O.Cl[Pd]Cl.C1C=CC(P(C2C=CC=CC=2)[C-]2C=CC=C2)=CC=1.C1C=CC(P(C2C=CC=CC=2)[C-]2C=CC=C2)=CC=1.[Fe+2].C(OCC)(=O)C. The product is [F:8][C:6]1[CH:5]=[CH:4][C:3]([O:9][CH2:10][C:11]2[CH:16]=[C:15]([CH3:17])[CH:14]=[CH:13][N:12]=2)=[C:2]([C:26]2[CH:35]=[C:34]3[C:29]([CH2:30][CH2:31][N:32]([C:36]([O:38][C:39]([CH3:42])([CH3:41])[CH3:40])=[O:37])[CH2:33]3)=[CH:28][CH:27]=2)[CH:7]=1. The yield is 1.00.